This data is from Tyrosyl-DNA phosphodiesterase HTS with 341,365 compounds. The task is: Binary Classification. Given a drug SMILES string, predict its activity (active/inactive) in a high-throughput screening assay against a specified biological target. (1) The drug is Clc1c(n2c(c(OCc3ccc(Cl)cc3)c(=O)cc2)C)ncc(c1)C(F)(F)F. The result is 0 (inactive). (2) The result is 0 (inactive). The molecule is S(c1nc(=O)n(c2CCCc12)CCN1CCOCC1)CC(=O)Nc1cc(cc(c1)C)C. (3) The compound is Clc1ccc(/C=N\N(c2[nH]c(=O)n(c(=O)c2)C)CC)cc1. The result is 0 (inactive). (4) The compound is Brc1ccc(C(=O)Nc2n(CCC)c3c(n2)cccc3)cc1. The result is 0 (inactive). (5) The compound is O=C(N(CCCC)c1c(n(CCC)c(=O)[nH]c1=O)N)C1=NN(C(=O)CC1)c1ccccc1. The result is 0 (inactive). (6) The drug is S(c1nn2c(nnc2cc1)CCNC(=O)c1ccccc1)CC(=O)NCCc1cc(OC)c(OC)cc1. The result is 0 (inactive). (7) The result is 0 (inactive). The drug is s1c(C(=O)Nc2cc3[nH]c(nc3cc2)c2occc2)ccc1. (8) The drug is O=C(NCCCNCc1ccccc1)/C(=N/O)c1ccccc1. The result is 0 (inactive).